Dataset: Retrosynthesis with 50K atom-mapped reactions and 10 reaction types from USPTO. Task: Predict the reactants needed to synthesize the given product. (1) Given the product CC#CCn1c(N2CCN(C(=O)OC(C)(C)C)CC2)nc(CO)c1C#N, predict the reactants needed to synthesize it. The reactants are: CC#CCn1c(N2CCN(C(=O)OC(C)(C)C)CC2)nc(C(=O)O)c1C#N. (2) The reactants are: COc1ccc(B(O)O)c(C)n1.Cc1c(-c2ccccn2)nc2cc(F)cc(F)c2c1Nc1cc(N2CCOCC2)ncc1Br. Given the product COc1ccc(-c2cnc(N3CCOCC3)cc2Nc2c(C)c(-c3ccccn3)nc3cc(F)cc(F)c23)c(C)n1, predict the reactants needed to synthesize it. (3) Given the product C/C(=N\NC(=O)Nc1ccc(Cl)cc1)c1ccc2ncc(Cc3cc4cccnc4cc3F)n2n1, predict the reactants needed to synthesize it. The reactants are: CC(=O)c1ccc2ncc(Cc3cc4cccnc4cc3F)n2n1.NNC(=O)Nc1ccc(Cl)cc1. (4) Given the product CNC(=O)c1cc2c(cn1)[nH]c1ccccc12, predict the reactants needed to synthesize it. The reactants are: CN.O=C(O)c1cc2c(cn1)[nH]c1ccccc12. (5) Given the product CC1COc2c(N3Cc4cccc(Cl)c4C3)c(F)cc3c(=O)c(C(=O)O)cn1c23, predict the reactants needed to synthesize it. The reactants are: CC1COc2c(F)c(F)cc3c(=O)c(C(=O)O)cn1c23.Clc1cccc2c1CNC2. (6) The reactants are: O=[N+]([O-])C1CN(Cc2ccccc2)CC1c1ccc(Cl)c(Cl)c1. Given the product NC1CN(Cc2ccccc2)CC1c1ccc(Cl)c(Cl)c1, predict the reactants needed to synthesize it. (7) Given the product Cc1nc2c(C(=O)O)cccc2o1, predict the reactants needed to synthesize it. The reactants are: CCOC(=O)c1cccc2oc(C)nc12.